From a dataset of Reaction yield outcomes from USPTO patents with 853,638 reactions. Predict the reaction yield, written as a fraction of the theoretical maximum amount of product (1.0 means a 100% yield; for example, 0.34 means a 34% yield). (1) The reactants are [C:1]1([CH3:26])[CH:6]=[CH:5][C:4]([N:7]2[C:11]([NH:12][C:13](=[O:21])OC3C=CC=CC=3)=[CH:10][C:9]([C:22]([F:25])([F:24])[F:23])=[N:8]2)=[CH:3][CH:2]=1.[CH3:27][O:28][C:29]1[CH:30]=[C:31]2[C:36](=[CH:37][C:38]=1[O:39][CH2:40][CH2:41][O:42][CH3:43])[N:35]=[CH:34][N:33]=[C:32]2[O:44][C:45]1[CH:46]=[C:47]([CH:49]=[CH:50][CH:51]=1)[NH2:48]. The catalyst is CN(C)C1C=CN=CC=1.C1COCC1. The product is [CH3:27][O:28][C:29]1[CH:30]=[C:31]2[C:36](=[CH:37][C:38]=1[O:39][CH2:40][CH2:41][O:42][CH3:43])[N:35]=[CH:34][N:33]=[C:32]2[O:44][C:45]1[CH:46]=[C:47]([NH:48][C:13]([NH:12][C:11]2[N:7]([C:4]3[CH:3]=[CH:2][C:1]([CH3:26])=[CH:6][CH:5]=3)[N:8]=[C:9]([C:22]([F:23])([F:25])[F:24])[CH:10]=2)=[O:21])[CH:49]=[CH:50][CH:51]=1. The yield is 0.780. (2) The reactants are [C:1]([C:5]1[CH:10]=[CH:9][C:8]([CH2:11][C:12]([OH:14])=[O:13])=[CH:7][CH:6]=1)([CH3:4])([CH3:3])[CH3:2].[CH3:15][O:16][C:17]([C:19]1[S:20][C:21]([CH:24]=O)=[CH:22][CH:23]=1)=[O:18].C(OC(=O)C)(=O)C.C(N(CC)CC)C. The catalyst is O.C(O)(=O)C. The product is [CH3:15][O:16][C:17]([C:19]1[S:20][C:21](/[CH:24]=[C:11](\[C:8]2[CH:9]=[CH:10][C:5]([C:1]([CH3:4])([CH3:2])[CH3:3])=[CH:6][CH:7]=2)/[C:12]([OH:14])=[O:13])=[CH:22][CH:23]=1)=[O:18]. The yield is 0.670. (3) The reactants are [C:1]([O:5][C:6](=[O:38])[N:7]([C:16]1[S:17][C@:18]2([C:32](=[O:37])[NH:33][CH:34]3[CH2:36][CH2:35]3)[C@H:20]([C@:21]([C:24]3[CH:29]=[C:28](Br)[CH:27]=[CH:26][C:25]=3[F:31])([CH3:23])[N:22]=1)[CH2:19]2)[CH2:8][O:9][CH2:10][CH2:11][Si:12]([CH3:15])([CH3:14])[CH3:13])([CH3:4])([CH3:3])[CH3:2].[N-:39]=[N+]=[N-].[Na+].O=C1O[C@H]([C@H](CO)O)C([O-])=C1O.[Na+].[NH4+].[Cl-].[NH4+].[OH-].CP(C)C.[NH4+].[Cl-]. The catalyst is CCO.O.[Cu]I. The product is [C:1]([O:5][C:6](=[O:38])[N:7]([C:16]1[S:17][C@:18]2([C:32](=[O:37])[NH:33][CH:34]3[CH2:36][CH2:35]3)[C@H:20]([C@:21]([C:24]3[CH:29]=[C:28]([NH2:39])[CH:27]=[CH:26][C:25]=3[F:31])([CH3:23])[N:22]=1)[CH2:19]2)[CH2:8][O:9][CH2:10][CH2:11][Si:12]([CH3:15])([CH3:14])[CH3:13])([CH3:4])([CH3:3])[CH3:2]. The yield is 0.990. (4) The reactants are [CH2:1]([C:8]1[N:13]=[C:12]([CH2:14]N(C)C)[CH:11]=[C:10]([C:18]2[CH:23]=[CH:22][C:21]([CH3:24])=[CH:20][CH:19]=2)[N:9]=1)[C:2]1[CH:7]=[CH:6][CH:5]=[CH:4][CH:3]=1.CC(OI1(OC(C)=O)(OC(C)=O)OC(=O)C2C=CC=CC1=2)=[O:27]. The catalyst is C(Cl)Cl. The product is [CH2:1]([C:8]1[N:13]=[C:12]([CH:14]=[O:27])[CH:11]=[C:10]([C:18]2[CH:23]=[CH:22][C:21]([CH3:24])=[CH:20][CH:19]=2)[N:9]=1)[C:2]1[CH:7]=[CH:6][CH:5]=[CH:4][CH:3]=1. The yield is 0.540. (5) The reactants are COC1C=CC(C[N:8](CC2C=CC(OC)=CC=2)[C:9]2[N:14]=[C:13]([CH3:15])[N:12]=[C:11]([C:16]3[CH:17]=[C:18]([CH2:31][OH:32])[CH:19]=[N:20][C:21]=3[NH:22][C:23]3[CH:24]=[N:25][C:26]([O:29][CH3:30])=[CH:27][CH:28]=3)[N:10]=2)=CC=1.FC(F)(F)S(O)(=O)=O. The catalyst is FC(F)(F)C(O)=O. The product is [NH2:8][C:9]1[N:14]=[C:13]([CH3:15])[N:12]=[C:11]([C:16]2[CH:17]=[C:18]([CH2:31][OH:32])[CH:19]=[N:20][C:21]=2[NH:22][C:23]2[CH:24]=[N:25][C:26]([O:29][CH3:30])=[CH:27][CH:28]=2)[N:10]=1. The yield is 0.709. (6) The reactants are [OH:1][C:2]1[CH:7]=[CH:6][C:5]([N:8]2[C:13](=[O:14])[C:12]([CH2:15][C:16]3[CH:21]=[CH:20][C:19]([C:22]4[C:23]([C:28]#[N:29])=[CH:24][CH:25]=[CH:26][CH:27]=4)=[CH:18][CH:17]=3)=[C:11]([CH2:30][CH2:31][CH3:32])[N:10]=[C:9]2[CH3:33])=[CH:4][CH:3]=1.[Si:34]([O:41][CH:42]1[CH2:47][CH2:46][CH:45](O)[CH2:44][CH2:43]1)([C:37]([CH3:40])([CH3:39])[CH3:38])([CH3:36])[CH3:35].C1(P(C2C=CC=CC=2)C2C=CC=CC=2)C=CC=CC=1.[N:69]([C:70]([O:72]C(C)C)=[O:71])=[N:69][C:70]([O:72]C(C)C)=[O:71]. The catalyst is O1CCCC1.O.C(OCC)(=O)C. The product is [Si:34]([O:41][CH:42]1[CH2:47][CH2:46][CH:45]([O:1][C:2]2[CH:3]=[CH:4][C:5]([N:8]3[C:13](=[O:14])[C:12]([CH2:15][C:16]4[CH:21]=[CH:20][C:19]([C:22]5[CH:27]=[CH:26][CH:25]=[CH:24][C:23]=5[C:28]5[NH:69][C:70](=[O:71])[O:72][N:29]=5)=[CH:18][CH:17]=4)=[C:11]([CH2:30][CH2:31][CH3:32])[N:10]=[C:9]3[CH3:33])=[CH:6][CH:7]=2)[CH2:44][CH2:43]1)([C:37]([CH3:40])([CH3:39])[CH3:38])([CH3:36])[CH3:35]. The yield is 0.880. (7) The reactants are [CH3:1][C:2]1[N:6]2[N:7]=[C:8](/[CH:11]=[CH:12]/[C:13]3[N:17]([CH3:18])[N:16]=[C:15]([N:19]4[CH2:23][CH2:22][CH2:21][CH2:20]4)[N:14]=3)[CH:9]=[CH:10][C:5]2=[N:4][C:3]=1[C:24]([F:27])([F:26])[F:25]. The catalyst is C(O)C.[Ni]. The product is [CH3:1][C:2]1[N:6]2[N:7]=[C:8]([CH2:11][CH2:12][C:13]3[N:17]([CH3:18])[N:16]=[C:15]([N:19]4[CH2:20][CH2:21][CH2:22][CH2:23]4)[N:14]=3)[CH:9]=[CH:10][C:5]2=[N:4][C:3]=1[C:24]([F:27])([F:25])[F:26]. The yield is 0.860. (8) The reactants are [C:1]([O:5][C:6]([NH:8][CH:9]([CH2:13][C:14]1[N:15]=[CH:16][NH:17][CH:18]=1)[C:10]([OH:12])=[O:11])=[O:7])([CH3:4])([CH3:3])[CH3:2].[CH2:19](Br)[C:20]1[CH:25]=[CH:24][CH:23]=[CH:22][CH:21]=1.C(=O)([O-])[O-].[K+].[K+]. The catalyst is CN(C=O)C. The product is [CH2:19]([O:11][C:10](=[O:12])[CH:9]([NH:8][C:6]([O:5][C:1]([CH3:4])([CH3:2])[CH3:3])=[O:7])[CH2:13][C:14]1[N:15]=[CH:16][N:17]([CH2:19][C:20]2[CH:25]=[CH:24][CH:23]=[CH:22][CH:21]=2)[CH:18]=1)[C:20]1[CH:25]=[CH:24][CH:23]=[CH:22][CH:21]=1. The yield is 0.160.